Dataset: Experimentally validated miRNA-target interactions with 360,000+ pairs, plus equal number of negative samples. Task: Binary Classification. Given a miRNA mature sequence and a target amino acid sequence, predict their likelihood of interaction. The miRNA is hsa-miR-6769a-3p with sequence GAGCCCCUCUCUGCUCUCCAG. The protein sequence of the target gene is MTPEDPEETQPLLGPPGGSAPRGRRVFLAAFAAALGPLSFGFALGYSSPAIPSLQRAAPPAPRLDDAAASWFGAVVTLGAAAGGVLGGWLVDRAGRKLSLLLCSVPFVAGFAVITAAQDVWMLLGGRLLTGLACGVASLVAPVYISEIAYPAVRGLLGSCVQLMVVVGILLAYLAGWVLEWRWLAVLGCVPPSLMLLLMCFMPETPRFLLTQHRRQEAMAALRFLWGSEQGWEDPPIGAEQSFHLALLRQPGIYKPFIIGVSLMAFQQLSGVNAVMFYAETIFEEAKFKDSSLASVVVGV.... Result: 1 (interaction).